This data is from Forward reaction prediction with 1.9M reactions from USPTO patents (1976-2016). The task is: Predict the product of the given reaction. (1) Given the reactants [Cl:1][C:2]1[CH:32]=[CH:31][C:5]([C:6]([NH:8][C:9]2[CH:14]=[CH:13][C:12]([CH2:15][NH:16][C:17]3[C:26]4[C:21](=[CH:22][C:23](I)=[CH:24][CH:25]=4)[N:20]=[C:19]([N:28]([CH3:30])[CH3:29])[N:18]=3)=[CH:11][CH:10]=2)=[O:7])=[CH:4][N:3]=1.[CH2:33]([Sn](CCCC)(CCCC)/C=C/C)[CH2:34][CH2:35]C.Cl, predict the reaction product. The product is: [Cl:1][C:2]1[CH:32]=[CH:31][C:5]([C:6]([NH:8][C:9]2[CH:14]=[CH:13][C:12]([CH2:15][NH:16][C:17]3[C:26]4[C:21](=[CH:22][C:23](/[CH:33]=[CH:34]/[CH3:35])=[CH:24][CH:25]=4)[N:20]=[C:19]([N:28]([CH3:30])[CH3:29])[N:18]=3)=[CH:11][CH:10]=2)=[O:7])=[CH:4][N:3]=1. (2) Given the reactants [Cl:1][C:2]1[CH:7]=[CH:6][C:5]([C:8]2[CH:13]=[N:12][N:11]3[C:14](=[O:17])[NH:15][N:16]=[C:10]3[C:9]=2[C:18]2[CH:23]=[CH:22][N:21]=[CH:20][CH:19]=2)=[CH:4][CH:3]=1.C([O-])([O-])=O.[K+].[K+].[Cl:30][C:31]1[CH:36]=[CH:35][C:34]([CH2:37]Cl)=[CH:33][N:32]=1, predict the reaction product. The product is: [Cl:1][C:2]1[CH:7]=[CH:6][C:5]([C:8]2[CH:13]=[N:12][N:11]3[C:14](=[O:17])[N:15]([CH2:37][C:34]4[CH:33]=[N:32][C:31]([Cl:30])=[CH:36][CH:35]=4)[N:16]=[C:10]3[C:9]=2[C:18]2[CH:23]=[CH:22][N:21]=[CH:20][CH:19]=2)=[CH:4][CH:3]=1. (3) Given the reactants [C:1]([C:3]([C:9]#[N:10])=[C:4]([C:7]#[N:8])[C:5]#[N:6])#N.[CH2:11]([O:18][C:19]1[CH:20]=[C:21]([N:32]([CH2:37][CH2:38][CH2:39][CH3:40])[CH2:33][CH2:34][CH2:35][CH3:36])[CH:22]=[CH:23][C:24]=1[CH:25]=[CH:26][C:27]1[S:28]C=[CH:30][CH:31]=1)[C:12]1[CH:17]=[CH:16][CH:15]=[CH:14][CH:13]=1.O.C(Cl)(Cl)Cl, predict the reaction product. The product is: [CH2:11]([O:18][C:19]1[CH:20]=[C:21]([N:32]([CH2:37][CH2:38][CH2:39][CH3:40])[CH2:33][CH2:34][CH2:35][CH3:36])[CH:22]=[CH:23][C:24]=1[CH:25]=[CH:26][C:27]1[S:28][C:1]([C:3](=[C:4]([C:7]#[N:8])[C:5]#[N:6])[C:9]#[N:10])=[CH:30][CH:31]=1)[C:12]1[CH:13]=[CH:14][CH:15]=[CH:16][CH:17]=1.